Dataset: Peptide-MHC class II binding affinity with 134,281 pairs from IEDB. Task: Regression. Given a peptide amino acid sequence and an MHC pseudo amino acid sequence, predict their binding affinity value. This is MHC class II binding data. The binding affinity (normalized) is 1.00. The MHC is DRB1_0101 with pseudo-sequence DRB1_0101. The peptide sequence is EGKIILVAVHVASGYIE.